Task: Predict which catalyst facilitates the given reaction.. Dataset: Catalyst prediction with 721,799 reactions and 888 catalyst types from USPTO (1) Reactant: [N:1]1[C:9]([NH2:10])=[C:8]2[C:4]([N:5]=[CH:6][NH:7]2)=[N:3][CH:2]=1.CC(C)([O-])C.[K+].F[C:18]1[CH:23]=[CH:22][C:21]([N+:24]([O-:26])=[O:25])=[CH:20][CH:19]=1. Product: [N+:24]([C:21]1[CH:22]=[CH:23][C:18]([N:5]2[CH:6]=[N:7][C:8]3[C:4]2=[N:3][CH:2]=[N:1][C:9]=3[NH2:10])=[CH:19][CH:20]=1)([O-:26])=[O:25]. The catalyst class is: 58. (2) Reactant: C1COCC1.[CH:6]1([C:9]2[C:10]([C:23]3[CH:28]=[CH:27][C:26]([F:29])=[CH:25][CH:24]=3)=[N:11][C:12]([O:19][CH:20]([CH3:22])[CH3:21])=[C:13]([CH:18]=2)[C:14](OC)=[O:15])[CH2:8][CH2:7]1.[H-].[Al+3].[Li+].[H-].[H-].[H-].[OH-].[Na+]. Product: [CH:6]1([C:9]2[C:10]([C:23]3[CH:28]=[CH:27][C:26]([F:29])=[CH:25][CH:24]=3)=[N:11][C:12]([O:19][CH:20]([CH3:22])[CH3:21])=[C:13]([CH:18]=2)[CH:14]=[O:15])[CH2:8][CH2:7]1. The catalyst class is: 6. (3) Reactant: Br[C:2]1[CH:14]=[CH:13][C:5]([CH2:6][N:7]2[CH2:12][CH2:11][O:10][CH2:9][CH2:8]2)=[CH:4][CH:3]=1.[F:15][C:16]([F:27])([F:26])[C:17]1[CH:22]=[CH:21][CH:20]=[CH:19][C:18]=1B(O)O.C(=O)([O-])[O-].[Na+].[Na+].C1(C)C=CC=CC=1. Product: [F:15][C:16]([F:27])([F:26])[C:17]1[CH:22]=[CH:21][CH:20]=[CH:19][C:18]=1[C:2]1[CH:14]=[CH:13][C:5]([CH2:6][N:7]2[CH2:12][CH2:11][O:10][CH2:9][CH2:8]2)=[CH:4][CH:3]=1. The catalyst class is: 461. (4) Reactant: [N:1]1[C:5]2[CH:6]=[CH:7][CH:8]=[CH:9][C:4]=2[NH:3][C:2]=1[CH2:10][C:11]#[N:12].C[O:14][CH:15]=[C:16]([C:22]1[CH:27]=[CH:26][CH:25]=[CH:24][CH:23]=1)[C:17](OCC)=O.C([O-])(=O)C.[NH4+]. Product: [O:14]=[C:15]1[N:3]2[C:2]([NH:1][C:5]3[CH:6]=[CH:7][CH:8]=[CH:9][C:4]=32)=[C:10]([C:11]#[N:12])[CH:17]=[C:16]1[C:22]1[CH:27]=[CH:26][CH:25]=[CH:24][CH:23]=1. The catalyst class is: 6. (5) Reactant: C1(P(C2CCCCC2)C2C=CC=CC=2C2C(C(C)C)=CC(C(C)C)=CC=2C(C)C)CCCCC1.[CH3:35][O:36][C:37]1[CH:38]=[C:39]([C:43]2[C:48]([NH2:49])=[CH:47][C:46]([N:50]3[CH2:55][CH2:54][O:53][CH2:52][CH2:51]3)=[CH:45][N:44]=2)[CH:40]=[N:41][CH:42]=1.Cl[C:57]1[C:66]2[C:61](=[C:62]([Cl:67])[CH:63]=[CH:64][CH:65]=2)[N:60]=[C:59]([C:68]2[CH:73]=[C:72]([CH3:74])[CH:71]=[CH:70][N:69]=2)[C:58]=1[CH3:75].CC(C)([O-])C.[Na+]. Product: [Cl:67][C:62]1[CH:63]=[CH:64][CH:65]=[C:66]2[C:61]=1[N:60]=[C:59]([C:68]1[CH:73]=[C:72]([CH3:74])[CH:71]=[CH:70][N:69]=1)[C:58]([CH3:75])=[C:57]2[NH:49][C:48]1[C:43]([C:39]2[CH:40]=[N:41][CH:42]=[C:37]([O:36][CH3:35])[CH:38]=2)=[N:44][CH:45]=[C:46]([N:50]2[CH2:55][CH2:54][O:53][CH2:52][CH2:51]2)[CH:47]=1. The catalyst class is: 101. (6) Reactant: [F:1][C:2]1[CH:3]=[C:4]2[C:8](=[CH:9][CH:10]=1)[NH:7][C:6](=[O:11])[C:5]2=O.[O:13]1[CH2:18][CH2:17][N:16]([CH2:19][C:20]2[CH:25]=[CH:24][C:23]([C:26](=O)[CH3:27])=[CH:22][CH:21]=2)[CH2:15][CH2:14]1.[OH-:29].[K+].Cl. Product: [F:1][C:2]1[CH:3]=[C:4]2[C:8](=[CH:9][CH:10]=1)[N:7]=[C:26]([C:23]1[CH:22]=[CH:21][C:20]([CH2:19][N:16]3[CH2:17][CH2:18][O:13][CH2:14][CH2:15]3)=[CH:25][CH:24]=1)[CH:27]=[C:5]2[C:6]([OH:11])=[O:29]. The catalyst class is: 40.